From a dataset of Merck oncology drug combination screen with 23,052 pairs across 39 cell lines. Regression. Given two drug SMILES strings and cell line genomic features, predict the synergy score measuring deviation from expected non-interaction effect. (1) Drug 1: O=C(CCCCCCC(=O)Nc1ccccc1)NO. Drug 2: CCN(CC)CCNC(=O)c1c(C)[nH]c(C=C2C(=O)Nc3ccc(F)cc32)c1C. Cell line: KPL1. Synergy scores: synergy=10.3. (2) Drug 1: CCC1(O)CC2CN(CCc3c([nH]c4ccccc34)C(C(=O)OC)(c3cc4c(cc3OC)N(C)C3C(O)(C(=O)OC)C(OC(C)=O)C5(CC)C=CCN6CCC43C65)C2)C1. Drug 2: Cn1c(=O)n(-c2ccc(C(C)(C)C#N)cc2)c2c3cc(-c4cnc5ccccc5c4)ccc3ncc21. Cell line: A375. Synergy scores: synergy=33.6. (3) Drug 2: Cc1nc(Nc2ncc(C(=O)Nc3c(C)cccc3Cl)s2)cc(N2CCN(CCO)CC2)n1. Synergy scores: synergy=-22.0. Cell line: LNCAP. Drug 1: CC1CC2C3CCC4=CC(=O)C=CC4(C)C3(F)C(O)CC2(C)C1(O)C(=O)CO. (4) Synergy scores: synergy=16.7. Drug 2: COC1=C2CC(C)CC(OC)C(O)C(C)C=C(C)C(OC(N)=O)C(OC)C=CC=C(C)C(=O)NC(=CC1=O)C2=O. Drug 1: NC(=O)c1cccc2cn(-c3ccc(C4CCCNC4)cc3)nc12. Cell line: MDAMB436.